Task: Predict the reactants needed to synthesize the given product.. Dataset: Full USPTO retrosynthesis dataset with 1.9M reactions from patents (1976-2016) The reactants are: [Br:1][C:2]1[CH:9]=[CH:8][C:5](C=O)=[C:4]([F:10])[CH:3]=1.[NH2:11][CH2:12][C:13]1[CH:20]=[CH:19][C:16]([C:17]#[N:18])=[CH:15][CH:14]=1.C(O)C.[O:24]1[CH2:29][CH2:28][O:27][CH2:26][CH2:25]1. Given the product [Br:1][C:2]1[CH:9]=[CH:8][C:5]([CH:28]([O:27][CH2:26][CH3:25])[C:29]([NH:18][CH2:17][C:16]2[CH:19]=[CH:20][C:13]([C:12]#[N:11])=[CH:14][CH:15]=2)=[O:24])=[C:4]([F:10])[CH:3]=1, predict the reactants needed to synthesize it.